From a dataset of Catalyst prediction with 721,799 reactions and 888 catalyst types from USPTO. Predict which catalyst facilitates the given reaction. The catalyst class is: 135. Reactant: N#N.[NH:3]1[C:7]2[CH:8]=[CH:9][CH:10]=[CH:11][C:6]=2[N:5]=[C:4]1[CH:12]([NH:22]C(=O)OC(C)(C)C)[CH2:13][C:14]1[CH:19]=[CH:18][C:17]([Br:20])=[CH:16][C:15]=1[F:21].Cl. Product: [NH:3]1[C:7]2[CH:8]=[CH:9][CH:10]=[CH:11][C:6]=2[N:5]=[C:4]1[CH:12]([NH2:22])[CH2:13][C:14]1[CH:19]=[CH:18][C:17]([Br:20])=[CH:16][C:15]=1[F:21].